Dataset: Catalyst prediction with 721,799 reactions and 888 catalyst types from USPTO. Task: Predict which catalyst facilitates the given reaction. (1) Reactant: [C:1]([O:7][CH2:8][CH3:9])(=[O:6])[CH2:2][C:3]([CH3:5])=O.[Cl:10][C:11]1[CH:18]=[CH:17][C:16]([Cl:19])=[CH:15][C:12]=1[CH:13]=O.[NH4+:20].[OH-:21]. Product: [Cl:10][C:11]1[CH:18]=[CH:17][C:16]([Cl:19])=[CH:15][C:12]=1[CH:13]1[C:2]([C:1]([O:7][CH2:8][CH3:9])=[O:6])=[C:3]([CH3:5])[NH:20][C:3]([CH3:5])=[C:2]1[C:1]([O:7][CH2:8][CH3:9])=[O:21]. The catalyst class is: 271. (2) Reactant: C(N(CC)CC)C.Cl[C:9](Cl)([O:11]C(=O)OC(Cl)(Cl)Cl)Cl.[Br:20][C:21]1[CH:22]=[C:23]([NH:31][CH2:32][CH:33]([OH:35])[CH3:34])[CH:24]=[C:25]([C:27]([F:30])([F:29])[F:28])[CH:26]=1. Product: [Br:20][C:21]1[CH:22]=[C:23]([N:31]2[CH2:32][CH:33]([CH3:34])[O:35][C:9]2=[O:11])[CH:24]=[C:25]([C:27]([F:29])([F:30])[F:28])[CH:26]=1. The catalyst class is: 4. (3) Product: [CH2:1]([S:4]([C:5]1[CH:6]=[C:7]([CH:36]=[CH:37][CH:38]=1)[C:8]([NH:10][C@@H:11]([CH2:27][C:28]1[CH:29]=[C:30]([F:35])[CH:31]=[C:32]([F:34])[CH:33]=1)[C@H:12]([OH:26])[CH2:13][NH:14][C:15]1([C:18]2[CH:23]=[CH:22][CH:21]=[C:20]([CH2:24][CH3:25])[CH:19]=2)[CH2:17][CH2:16]1)=[O:9])=[O:41])[CH:2]=[CH2:3]. The catalyst class is: 158. Reactant: [CH2:1]([S:4][C:5]1[CH:6]=[C:7]([CH:36]=[CH:37][CH:38]=1)[C:8]([NH:10][C@@H:11]([CH2:27][C:28]1[CH:33]=[C:32]([F:34])[CH:31]=[C:30]([F:35])[CH:29]=1)[C@H:12]([OH:26])[CH2:13][NH:14][C:15]1([C:18]2[CH:23]=[CH:22][CH:21]=[C:20]([CH2:24][CH3:25])[CH:19]=2)[CH2:17][CH2:16]1)=[O:9])[CH:2]=[CH2:3].CC(O)=[O:41].C1C=C(Cl)C=C(C(OO)=O)C=1. (4) Reactant: [C:1]1([CH:7]([CH3:22])[CH2:8][NH:9][C:10](=O)[C:11]2[CH:16]=[CH:15][C:14]([C:17]([F:20])([F:19])[F:18])=[CH:13][CH:12]=2)[CH:6]=[CH:5][CH:4]=[CH:3][CH:2]=1.O=P12OP3(OP(OP(O3)(O1)=O)(=O)O2)=O.[OH-].[Na+]. Product: [CH3:22][CH:7]1[C:1]2[C:6](=[CH:5][CH:4]=[CH:3][CH:2]=2)[C:10]([C:11]2[CH:16]=[CH:15][C:14]([C:17]([F:20])([F:19])[F:18])=[CH:13][CH:12]=2)=[N:9][CH2:8]1. The catalyst class is: 11. (5) Reactant: [N:1]([CH2:4][CH2:5][CH2:6][Si:7]([O:14][CH2:15][CH3:16])([O:11][CH2:12][CH3:13])[O:8][CH2:9][CH3:10])=[C:2]=[O:3].[NH2:17][CH:18]1[CH2:23][C:22]([CH3:25])([CH3:24])[NH:21][C:20]([CH3:27])([CH3:26])[CH2:19]1. Product: [CH3:26][C:20]1([CH3:27])[CH2:19][CH:18]([NH:17][C:2]([NH:1][CH2:4][CH2:5][CH2:6][Si:7]([O:14][CH2:15][CH3:16])([O:8][CH2:9][CH3:10])[O:11][CH2:12][CH3:13])=[O:3])[CH2:23][C:22]([CH3:25])([CH3:24])[NH:21]1. The catalyst class is: 4. (6) Reactant: Cl[C:2]1[C:11]2=[N:12][N:13](CC3C=CC(OC)=CC=3)[CH:14]=[C:10]2[C:9]2[CH:8]=[C:7]([O:24][CH3:25])[CH:6]=[CH:5][C:4]=2[N:3]=1.[F:26][C:27]1[CH:28]=[C:29]([CH:31]=[C:32]([F:34])[CH:33]=1)[NH2:30].Cl. Product: [F:26][C:27]1[CH:28]=[C:29]([NH:30][C:2]2[C:11]3=[N:12][NH:13][CH:14]=[C:10]3[C:9]3[CH:8]=[C:7]([O:24][CH3:25])[CH:6]=[CH:5][C:4]=3[N:3]=2)[CH:31]=[C:32]([F:34])[CH:33]=1. The catalyst class is: 71. (7) Reactant: [CH3:1][O:2][C:3]1[CH:8]=[CH:7][CH:6]=[CH:5][C:4]=1[C:9]1[N:14]=[CH:13][N:12]=[C:11]([NH:15][NH2:16])[CH:10]=1.[CH3:17][C:18]1[CH:23]=[CH:22][C:21]([C:24]([CH3:26])=O)=[CH:20][CH:19]=1. Product: [CH3:1][O:2][C:3]1[CH:8]=[CH:7][CH:6]=[CH:5][C:4]=1[C:9]1[N:14]=[CH:13][N:12]=[C:11]([NH:15][N:16]=[C:24]([C:21]2[CH:22]=[CH:23][C:18]([CH3:17])=[CH:19][CH:20]=2)[CH3:26])[CH:10]=1. The catalyst class is: 8.